Predict the product of the given reaction. From a dataset of Forward reaction prediction with 1.9M reactions from USPTO patents (1976-2016). (1) Given the reactants CO[CH:3](OC)[CH2:4][C:5]1[CH:10]=[CH:9][C:8]([NH:11][CH:12]2[CH2:17][CH2:16][N:15]([C:18]3[S:19][CH:20]=[C:21]([C:23]4[CH:28]=[CH:27][CH:26]=[CH:25][CH:24]=4)[N:22]=3)[CH2:14][CH2:13]2)=[CH:7][CH:6]=1.[I-].[Na+].Cl[Si](Cl)(Cl)C.C(O)(=O)C.[NH2:42][CH2:43][C@@H:44]([C:46]1[CH:47]=[CH:48][C:49]([OH:57])=[C:50]([NH:52][S:53]([CH3:56])(=[O:55])=[O:54])[CH:51]=1)[OH:45].C([BH3-])#N.[Na+], predict the reaction product. The product is: [OH:57][C:49]1[CH:48]=[CH:47][C:46]([C@@H:44]([OH:45])[CH2:43][NH:42][CH2:3][CH2:4][C:5]2[CH:6]=[CH:7][C:8]([NH:11][CH:12]3[CH2:17][CH2:16][N:15]([C:18]4[S:19][CH:20]=[C:21]([C:23]5[CH:28]=[CH:27][CH:26]=[CH:25][CH:24]=5)[N:22]=4)[CH2:14][CH2:13]3)=[CH:9][CH:10]=2)=[CH:51][C:50]=1[NH:52][S:53]([CH3:56])(=[O:55])=[O:54]. (2) Given the reactants [F:1][C:2]1([F:34])[O:6][C:5]2[CH:7]=[CH:8][C:9]([C:11]3([C:14]([NH:16][C@H:17]4[CH2:22][CH2:21][O:20][C@@H:19]([C:23]5[CH:32]=[CH:31][C:26]([C:27]([O:29]C)=[O:28])=[CH:25][C:24]=5[CH3:33])[CH2:18]4)=[O:15])[CH2:13][CH2:12]3)=[CH:10][C:4]=2[O:3]1.[OH-].[Na+], predict the reaction product. The product is: [F:34][C:2]1([F:1])[O:6][C:5]2[CH:7]=[CH:8][C:9]([C:11]3([C:14]([NH:16][C@H:17]4[CH2:22][CH2:21][O:20][C@@H:19]([C:23]5[CH:32]=[CH:31][C:26]([C:27]([OH:29])=[O:28])=[CH:25][C:24]=5[CH3:33])[CH2:18]4)=[O:15])[CH2:12][CH2:13]3)=[CH:10][C:4]=2[O:3]1. (3) Given the reactants [CH3:1][NH:2][S:3]([C:6]1[C:7]2[CH:14]=[C:13]([Cl:15])[CH:12]=[CH:11][C:8]=2[S:9][CH:10]=1)(=[O:5])=[O:4].O1CC[CH2:19]OO1, predict the reaction product. The product is: [Cl:15][C:13]1[CH:12]=[CH:11][C:8]2=[C:7]3[C:14]=1[CH2:1][N:2]([CH3:19])[S:3](=[O:4])(=[O:5])[C:6]3=[CH:10][S:9]2. (4) Given the reactants Cl[C:2]1[C:7]([CH:8]=[O:9])=[C:6]([Cl:10])[N:5]=[CH:4][N:3]=1.[OH:11][C:12]1[CH:13]=[C:14]2[C:18](=[CH:19][CH:20]=1)[NH:17][CH:16]=[CH:15]2, predict the reaction product. The product is: [Cl:10][C:6]1[C:7]([CH:8]=[O:9])=[C:2]([O:11][C:12]2[CH:13]=[C:14]3[C:18](=[CH:19][CH:20]=2)[NH:17][CH:16]=[CH:15]3)[N:3]=[CH:4][N:5]=1. (5) Given the reactants Cl.[C:2]([C:6]1[O:10][N:9]=[C:8]([NH:11][C:12](=[O:35])[NH:13][C:14]2[CH:19]=[CH:18][C:17]([NH:20][C:21](=[O:34])[C:22]3[CH:27]=[CH:26][C:25]([O:28][CH:29]4[CH2:33][CH2:32][NH:31][CH2:30]4)=[CH:24][N:23]=3)=[CH:16][CH:15]=2)[CH:7]=1)([CH3:5])([CH3:4])[CH3:3].Cl[CH2:37][C:38]([N:40]([CH3:42])[CH3:41])=[O:39], predict the reaction product. The product is: [C:2]([C:6]1[O:10][N:9]=[C:8]([NH:11][C:12](=[O:35])[NH:13][C:14]2[CH:19]=[CH:18][C:17]([NH:20][C:21](=[O:34])[C:22]3[CH:27]=[CH:26][C:25]([O:28][CH:29]4[CH2:33][CH2:32][N:31]([CH2:37][C:38]([N:40]([CH3:42])[CH3:41])=[O:39])[CH2:30]4)=[CH:24][N:23]=3)=[CH:16][CH:15]=2)[CH:7]=1)([CH3:5])([CH3:3])[CH3:4]. (6) The product is: [N:21]1([C:14]2[CH:13]=[C:12]([C:9]3[CH:10]=[CH:11][C:6]([N:1]4[CH:5]=[CH:4][CH:3]=[CH:2]4)=[CH:7][CH:8]=3)[C:5]3[C:4]4[C:30](=[CH:29][CH:33]=[CH:2][CH:3]=4)[CH2:31][C:16]=3[C:15]=2[C:19]#[N:20])[CH2:26][CH2:25][CH2:24][CH2:23][CH2:22]1. Given the reactants [N:1]1([C:6]2[CH:11]=[CH:10][C:9]([C:12]3O[C:16](=O)[C:15]([C:19]#[N:20])=[C:14]([N:21]4[CH2:26][CH2:25][CH2:24][CH2:23][CH2:22]4)[CH:13]=3)=[CH:8][CH:7]=2)[CH:5]=[CH:4][CH:3]=[CH:2]1.[H-].[Na+].[CH2:29]1[CH2:33]O[CH2:31][CH2:30]1, predict the reaction product. (7) Given the reactants [OH:1][C:2]1[C:7]([C:8]([OH:10])=O)=[CH:6][N:5]=[C:4]([C:11]2[CH:16]=[CH:15][CH:14]=[CH:13][N:12]=2)[N:3]=1.CCN(CC)CC.C1N=CN(C(N2C=NC=C2)=O)C=1.[NH2:36][CH:37]([C:52]1[CH:57]=[CH:56][C:55]([O:58][CH3:59])=[CH:54][CH:53]=1)[C:38]1[CH:43]=[CH:42][C:41]([P:44](=[O:51])([O:48][CH2:49][CH3:50])[O:45][CH2:46][CH3:47])=[CH:40][CH:39]=1, predict the reaction product. The product is: [OH:1][C:2]1[C:7]([C:8]([NH:36][CH:37]([C:52]2[CH:53]=[CH:54][C:55]([O:58][CH3:59])=[CH:56][CH:57]=2)[C:38]2[CH:39]=[CH:40][C:41]([P:44](=[O:51])([O:48][CH2:49][CH3:50])[O:45][CH2:46][CH3:47])=[CH:42][CH:43]=2)=[O:10])=[CH:6][N:5]=[C:4]([C:11]2[CH:16]=[CH:15][CH:14]=[CH:13][N:12]=2)[N:3]=1. (8) The product is: [ClH:2].[CH2:34]([NH:36][C:37]([N:14]1[CH2:15][CH2:16][C:17]2[C:22](=[CH:21][C:20]([O:23][CH2:24][CH2:25][NH:26][S:27]([CH2:30][CH2:31][CH2:32][CH3:33])(=[O:28])=[O:29])=[CH:19][CH:18]=2)[CH:13]1[C:9]1([C:6]2[CH:7]=[CH:8][C:3]([Cl:2])=[CH:4][CH:5]=2)[CH2:10][CH2:11][CH2:12]1)=[O:38])[CH3:35]. Given the reactants Cl.[Cl:2][C:3]1[CH:8]=[CH:7][C:6]([C:9]2([CH:13]3[C:22]4[C:17](=[CH:18][CH:19]=[C:20]([O:23][CH2:24][CH2:25][NH:26][S:27]([CH2:30][CH2:31][CH2:32][CH3:33])(=[O:29])=[O:28])[CH:21]=4)[CH2:16][CH2:15][NH:14]3)[CH2:12][CH2:11][CH2:10]2)=[CH:5][CH:4]=1.[CH2:34]([N:36]=[C:37]=[O:38])[CH3:35], predict the reaction product. (9) Given the reactants [OH:1][CH:2]1[CH2:7][CH2:6][CH:5]([NH:8][C:9]2[CH:16]=[C:15]([C:17]3[C:25]4[CH2:24][C:23]([CH3:27])([CH3:26])[CH2:22][C:21](=[O:28])[C:20]=4[N:19]([CH3:29])[CH:18]=3)[CH:14]=[CH:13][C:10]=2[C:11]#[N:12])[CH2:4][CH2:3]1.[OH:30]O.[OH-].[Na+], predict the reaction product. The product is: [OH:1][CH:2]1[CH2:7][CH2:6][CH:5]([NH:8][C:9]2[CH:16]=[C:15]([C:17]3[C:25]4[CH2:24][C:23]([CH3:26])([CH3:27])[CH2:22][C:21](=[O:28])[C:20]=4[N:19]([CH3:29])[CH:18]=3)[CH:14]=[CH:13][C:10]=2[C:11]([NH2:12])=[O:30])[CH2:4][CH2:3]1. (10) The product is: [NH2:7][C:8]1[CH:13]=[CH:12][C:11]([CH3:14])=[C:10]([NH:15][C:16]2[C:21]([C:22]3[CH:27]=[C:26]([NH:28][CH2:29][CH2:30][N:31]4[CH2:32][CH2:33][O:34][CH2:35][CH2:36]4)[N:25]=[CH:24][N:23]=3)=[CH:20][N:19]=[CH:18][N:17]=2)[CH:9]=1. Given the reactants C(OC(=O)[NH:7][C:8]1[CH:13]=[CH:12][C:11]([CH3:14])=[C:10]([NH:15][C:16]2[C:21]([C:22]3[CH:27]=[C:26]([NH:28][CH2:29][CH2:30][N:31]4[CH2:36][CH2:35][O:34][CH2:33][CH2:32]4)[N:25]=[CH:24][N:23]=3)=[CH:20][N:19]=[CH:18][N:17]=2)[CH:9]=1)(C)(C)C.Cl, predict the reaction product.